This data is from Full USPTO retrosynthesis dataset with 1.9M reactions from patents (1976-2016). The task is: Predict the reactants needed to synthesize the given product. (1) Given the product [CH:1]([C:4]1[C:5]([O:13][CH3:14])=[CH:6][C:7]([CH3:12])=[C:8]([CH:11]=1)[CH:9]=[C:17]1[C:18]2[C:23](=[CH:22][CH:21]=[CH:20][CH:19]=2)[NH:15][C:16]1=[O:24])([CH3:3])[CH3:2], predict the reactants needed to synthesize it. The reactants are: [CH:1]([C:4]1[C:5]([O:13][CH3:14])=[CH:6][C:7]([CH3:12])=[C:8]([CH:11]=1)[CH:9]=O)([CH3:3])[CH3:2].[NH:15]1[C:23]2[C:18](=[CH:19][CH:20]=[CH:21][CH:22]=2)[CH2:17][C:16]1=[O:24]. (2) Given the product [Br:1][C:2]1[CH:11]=[N:10][C:9]2[C:8]([Cl:15])=[N:7][CH:6]=[N:5][C:4]=2[CH:3]=1, predict the reactants needed to synthesize it. The reactants are: [Br:1][C:2]1[CH:11]=[N:10][C:9]2[C:8](O)=[N:7][CH:6]=[N:5][C:4]=2[CH:3]=1.P(Cl)(Cl)([Cl:15])=O.C(=O)(O)[O-].[Na+].